Task: Predict the reactants needed to synthesize the given product.. Dataset: Full USPTO retrosynthesis dataset with 1.9M reactions from patents (1976-2016) (1) Given the product [N:1]1([C:6]2[CH:30]=[CH:29][C:9]([CH2:10][N:11]3[C:19]4[C:14](=[N:15][CH:16]=[CH:17][CH:18]=4)[C:13]([C:20]([NH:22][C@H:23]4[CH2:28][CH2:27][CH2:26][N:25]([CH3:32])[CH2:24]4)=[O:21])=[CH:12]3)=[CH:8][CH:7]=2)[CH:5]=[CH:4][CH:3]=[N:2]1, predict the reactants needed to synthesize it. The reactants are: [N:1]1([C:6]2[CH:30]=[CH:29][C:9]([CH2:10][N:11]3[C:19]4[C:14](=[N:15][CH:16]=[CH:17][CH:18]=4)[C:13]([C:20]([NH:22][C@H:23]4[CH2:28][CH2:27][CH2:26][NH:25][CH2:24]4)=[O:21])=[CH:12]3)=[CH:8][CH:7]=2)[CH:5]=[CH:4][CH:3]=[N:2]1.Cl[CH:32](Cl)C.C=O.C(O[BH-](OC(=O)C)OC(=O)C)(=O)C.[Na+]. (2) Given the product [F:33][C:26]1[C:27]([O:31][CH3:32])=[CH:28][CH:29]=[CH:30][C:25]=1[CH2:24][O:1][C:2]1[CH:3]=[CH:4][C:5]([CH2:8][NH:9][C:10](=[O:18])[C:11]2[CH:16]=[CH:15][CH:14]=[N:13][C:12]=2[NH2:17])=[CH:6][CH:7]=1, predict the reactants needed to synthesize it. The reactants are: [OH:1][C:2]1[CH:7]=[CH:6][C:5]([CH2:8][NH:9][C:10](=[O:18])[C:11]2[CH:16]=[CH:15][CH:14]=[N:13][C:12]=2[NH2:17])=[CH:4][CH:3]=1.CS(O[CH2:24][C:25]1[CH:30]=[CH:29][CH:28]=[C:27]([O:31][CH3:32])[C:26]=1[F:33])(=O)=O.C(=O)([O-])[O-].[Cs+].[Cs+].CN(C=O)C. (3) Given the product [CH:1]1([C:4]2[C:13]([I:15])=[CH:12][C:7]([C:8]([O:10][CH3:11])=[O:9])=[C:6]([CH3:14])[CH:5]=2)[CH2:2][CH2:3]1, predict the reactants needed to synthesize it. The reactants are: [CH:1]1([C:4]2[CH:13]=[CH:12][C:7]([C:8]([O:10][CH3:11])=[O:9])=[C:6]([CH3:14])[CH:5]=2)[CH2:3][CH2:2]1.[I:15]I.S(=O)(=O)(O)O.O. (4) The reactants are: [CH3:1][O:2][C:3]1[CH:4]=[C:5]([CH:15]=[CH:16][C:17]=1[C:18]([O:20][CH3:21])=[O:19])[CH2:6][C:7]1([C:12](O)=[O:13])[CH2:11][CH2:10][CH2:9][CH2:8]1.CC(C)=O.O.C(OCC)(=O)C. Given the product [OH:13][CH2:12][C:7]1([CH2:6][C:5]2[CH:15]=[CH:16][C:17]([C:18]([O:20][CH3:21])=[O:19])=[C:3]([O:2][CH3:1])[CH:4]=2)[CH2:11][CH2:10][CH2:9][CH2:8]1, predict the reactants needed to synthesize it. (5) Given the product [Cl:1][C:2]1[CH:3]=[C:4]2[C:9](=[CH:10][CH:11]=1)[N:8]=[C:7]([O:12][CH3:13])[C:6]([NH:14][C:15]([N:29]1[CH2:30][CH2:31][N:26]([C:21]3[N:20]=[CH:25][CH:24]=[CH:23][N:22]=3)[CH2:27][CH2:28]1)=[O:19])=[N:5]2, predict the reactants needed to synthesize it. The reactants are: [Cl:1][C:2]1[CH:3]=[C:4]2[C:9](=[CH:10][CH:11]=1)[N:8]=[C:7]([O:12][CH3:13])[C:6]([NH:14][C:15](=[O:19])OCC)=[N:5]2.[N:20]1[CH:25]=[CH:24][CH:23]=[N:22][C:21]=1[N:26]1[CH2:31][CH2:30][NH:29][CH2:28][CH2:27]1.